Dataset: Reaction yield outcomes from USPTO patents with 853,638 reactions. Task: Predict the reaction yield, written as a fraction of the theoretical maximum amount of product (1.0 means a 100% yield; for example, 0.34 means a 34% yield). (1) The yield is 1.00. The product is [C:13]([O:12][C:10]([N:3]1[CH2:8][CH2:7][C:6](=[O:9])[CH2:5][CH2:4]1)=[O:11])([CH3:16])([CH3:15])[CH3:14]. The reactants are Cl.O.[NH:3]1[CH2:8][CH2:7][C:6](=[O:9])[CH2:5][CH2:4]1.[C:10](O[C:10]([O:12][C:13]([CH3:16])([CH3:15])[CH3:14])=[O:11])([O:12][C:13]([CH3:16])([CH3:15])[CH3:14])=[O:11]. The catalyst is ClCCl. (2) The reactants are [CH3:1][O:2][C:3]1[CH:8]=[CH:7][C:6]([C:9](=[O:11])[CH3:10])=[CH:5][CH:4]=1.[CH3:12][N:13]([CH:15](OC)OC)[CH3:14]. No catalyst specified. The product is [CH3:12][N:13]([CH3:15])/[CH:14]=[CH:10]/[C:9]([C:6]1[CH:7]=[CH:8][C:3]([O:2][CH3:1])=[CH:4][CH:5]=1)=[O:11]. The yield is 0.880. (3) The reactants are [C:1]([O:5][C:6](=[O:25])[NH:7][C:8]1[C:12]([C:13]2[N:14]([CH2:23][CH3:24])[C:15]3[C:20](Br)=[CH:19][N:18]=[CH:17][C:16]=3[N:22]=2)=[N:11][O:10][N:9]=1)([CH3:4])([CH3:3])[CH3:2].[Li]CCCC.B(OC)(OC)[O:32]C.OO. The catalyst is C1COCC1.[OH-].[Na+].CCOC(C)=O. The product is [C:1]([O:5][C:6](=[O:25])[NH:7][C:8]1[C:12]([C:13]2[N:14]([CH2:23][CH3:24])[C:15]3[C:20]([OH:32])=[CH:19][N:18]=[CH:17][C:16]=3[N:22]=2)=[N:11][O:10][N:9]=1)([CH3:4])([CH3:3])[CH3:2]. The yield is 0.830. (4) The reactants are [N:1]1([CH2:7][CH2:8]O)[CH2:6][CH2:5][NH:4][CH2:3][CH2:2]1.C([O-])([O-])=[O:11].[K+].[K+].[F:16][C:17]1[CH:22]=[C:21]([N+:23]([O-:25])=[O:24])[C:20]([F:26])=[CH:19][C:18]=1F. The catalyst is CN(C=O)C. The product is [F:16][C:17]1[CH:22]=[C:21]([N+:23]([O-:25])=[O:24])[C:20]([F:26])=[CH:19][C:18]=1[N:4]1[CH2:5][CH2:6][N:1]([CH:7]([OH:11])[CH3:8])[CH2:2][CH2:3]1. The yield is 0.410. (5) The reactants are [Cl:1][C:2]1[CH:3]=[CH:4][C:5]2[NH:6][C:7]3[C:12]([C:13]=2[CH:14]=1)=[CH:11][C:10]([Cl:15])=[CH:9][CH:8]=3.[H-].[Na+].CN(C=O)C.[CH3:23][O:24][C:25](=[O:30])[CH2:26][CH2:27][CH2:28]Br. The catalyst is C(OCC)(=O)C. The product is [Cl:15][C:10]1[CH:9]=[CH:8][C:7]2[N:6]([CH2:28][CH2:27][CH2:26][C:25]([O:24][CH3:23])=[O:30])[C:5]3[C:13]([C:12]=2[CH:11]=1)=[CH:14][C:2]([Cl:1])=[CH:3][CH:4]=3. The yield is 0.520. (6) The reactants are C(=O)([O:7][C:8]1[CH:25]=[CH:24][C:11]2[N:12]([CH2:21][O:22][CH3:23])[C:13](=[O:20])[C:14]3[CH:15]=[CH:16][CH:17]=[N:18][C:19]=3[C:10]=2[CH:9]=1)OC(C)(C)C.O1CCOCC1.Cl. The catalyst is O1CCOCC1. The product is [OH:7][C:8]1[CH:25]=[CH:24][C:11]2[N:12]([CH2:21][O:22][CH3:23])[C:13](=[O:20])[C:14]3[CH:15]=[CH:16][CH:17]=[N:18][C:19]=3[C:10]=2[CH:9]=1. The yield is 0.980.